Dataset: Reaction yield outcomes from USPTO patents with 853,638 reactions. Task: Predict the reaction yield, written as a fraction of the theoretical maximum amount of product (1.0 means a 100% yield; for example, 0.34 means a 34% yield). (1) The reactants are [F:1][C:2]1[CH:7]=[CH:6][C:5]([C:8](=[NH:10])[NH2:9])=[CH:4][CH:3]=1.[Cl:11][C:12]([SH:15])(Cl)Cl.[OH-].[Na+]. The catalyst is ClCCl.O. The product is [Cl:11][C:12]1[S:15][N:9]=[C:8]([C:5]2[CH:6]=[CH:7][C:2]([F:1])=[CH:3][CH:4]=2)[N:10]=1. The yield is 0.847. (2) The reactants are [Br:1][C:2]1[CH:8]=[CH:7][C:5]([NH2:6])=[CH:4][C:3]=1[C:9]([F:12])([F:11])[F:10].[ClH:13]. The catalyst is CCOCC. The product is [ClH:13].[Br:1][C:2]1[CH:8]=[CH:7][C:5]([NH2:6])=[CH:4][C:3]=1[C:9]([F:10])([F:11])[F:12]. The yield is 0.980. (3) The yield is 0.550. The product is [F:1][C:2]1[C:3]([O:11][CH2:12][C:13]([F:15])([F:16])[F:14])=[N:4][CH:5]=[C:6]([CH:10]=1)[C:7]([O:9][CH3:17])=[O:8]. No catalyst specified. The reactants are [F:1][C:2]1[C:3]([O:11][CH2:12][C:13]([F:16])([F:15])[F:14])=[N:4][CH:5]=[C:6]([CH:10]=1)[C:7]([OH:9])=[O:8].[CH3:17]CCCCCCCCCCCN.